This data is from Forward reaction prediction with 1.9M reactions from USPTO patents (1976-2016). The task is: Predict the product of the given reaction. (1) Given the reactants [CH3:1][O:2][C:3]1[N:8]=[C:7]([C:9]2[N:29]=[C:12]3[C:13]([C:19]4[CH:24]=[CH:23][CH:22]=[CH:21][C:20]=4[C:25]([F:28])([F:27])[F:26])(O)[CH2:14][CH2:15][CH2:16][CH2:17][N:11]3[N:10]=2)[CH:6]=[CH:5][C:4]=1[N:30]1[CH:34]=[C:33]([CH3:35])[N:32]=[CH:31]1.C1(C)C=CC(S(O)(=O)=O)=CC=1.C1(C)C=CC=CC=1.C(=O)(O)[O-].[Na+], predict the reaction product. The product is: [CH3:1][O:2][C:3]1[N:8]=[C:7]([C:9]2[N:29]=[C:12]3[C:13]([C:19]4[CH:24]=[CH:23][CH:22]=[CH:21][C:20]=4[C:25]([F:27])([F:26])[F:28])=[CH:14][CH2:15][CH2:16][CH2:17][N:11]3[N:10]=2)[CH:6]=[CH:5][C:4]=1[N:30]1[CH:34]=[C:33]([CH3:35])[N:32]=[CH:31]1. (2) Given the reactants [NH2:1][C:2]1[N:7]=[C:6]([N:8]2[C:16]3[CH:15]=[C:14]([Br:17])[CH:13]=[C:12]([OH:18])[C:11]=3[CH:10]=[CH:9]2)[CH:5]=[CH:4][N:3]=1.CN(C=O)C.C([O-])([O-])=O.[Cs+].[Cs+].Br[CH2:31][CH2:32][O:33][CH3:34], predict the reaction product. The product is: [Br:17][C:14]1[CH:15]=[C:16]2[C:11]([CH:10]=[CH:9][N:8]2[C:6]2[CH:5]=[CH:4][N:3]=[C:2]([NH2:1])[N:7]=2)=[C:12]([O:18][CH2:31][CH2:32][O:33][CH3:34])[CH:13]=1.